From a dataset of Forward reaction prediction with 1.9M reactions from USPTO patents (1976-2016). Predict the product of the given reaction. (1) Given the reactants [H-].[Na+].[N:3]1[C:11]([NH2:12])=[C:10]2[C:6]([N:7]=[CH:8][NH:9]2)=[N:5][CH:4]=1.Cl[CH2:14][O:15][CH:16]([CH2:26][O:27][CH2:28][C:29]1[CH:34]=[CH:33][CH:32]=[CH:31][CH:30]=1)[CH2:17][O:18][CH2:19][C:20]1[CH:25]=[CH:24][CH:23]=[CH:22][CH:21]=1, predict the reaction product. The product is: [CH2:19]([O:18][CH2:17][CH:16]([O:15][CH2:14][N:7]1[CH:8]=[N:9][C:10]2[C:6]1=[N:5][CH:4]=[N:3][C:11]=2[NH2:12])[CH2:26][O:27][CH2:28][C:29]1[CH:34]=[CH:33][CH:32]=[CH:31][CH:30]=1)[C:20]1[CH:21]=[CH:22][CH:23]=[CH:24][CH:25]=1. (2) Given the reactants [Cl:1][C:2]1[CH:3]=[CH:4][C:5]([O:10][CH2:11][CH2:12][CH:13]2[CH2:18][CH2:17][O:16][CH2:15][CH2:14]2)=[C:6]([CH:9]=1)[CH:7]=[O:8].[BH4-].[Na+], predict the reaction product. The product is: [Cl:1][C:2]1[CH:3]=[CH:4][C:5]([O:10][CH2:11][CH2:12][CH:13]2[CH2:14][CH2:15][O:16][CH2:17][CH2:18]2)=[C:6]([CH2:7][OH:8])[CH:9]=1. (3) Given the reactants Cl.C(O)C.[CH2:5]([O:7][C:8](=[O:27])[C:9](=O)[CH2:10][C:11]([C:13]1[N:17]=[C:16]([S:18][C:19]2[CH:24]=[CH:23][CH:22]=[CH:21][CH:20]=2)[N:15]([CH3:25])[N:14]=1)=O)[CH3:6].[NH:28]([C:30]1[CH:31]=[CH:32][C:33]([O:36][CH3:37])=[N:34][CH:35]=1)[NH2:29].O, predict the reaction product. The product is: [CH2:5]([O:7][C:8]([C:9]1[CH:10]=[C:11]([C:13]2[N:17]=[C:16]([S:18][C:19]3[CH:24]=[CH:23][CH:22]=[CH:21][CH:20]=3)[N:15]([CH3:25])[N:14]=2)[N:28]([C:30]2[CH:35]=[N:34][C:33]([O:36][CH3:37])=[CH:32][CH:31]=2)[N:29]=1)=[O:27])[CH3:6]. (4) The product is: [S:23]([O:21][CH:17]1[CH:18]=[CH:19][CH2:20][N:15]([C:13](=[O:14])[C@@H:9]([CH:10]([CH3:12])[CH3:11])[NH:8][C:1]([O:3][C:4]([CH3:5])([CH3:6])[CH3:7])=[O:2])[CH2:16]1)([CH3:22])(=[O:25])=[O:24]. Given the reactants [C:1]([NH:8][C@@H:9]([C:13]([N:15]1[CH2:20][CH:19]=[CH:18][CH:17]([OH:21])[CH2:16]1)=[O:14])[CH:10]([CH3:12])[CH3:11])([O:3][C:4]([CH3:7])([CH3:6])[CH3:5])=[O:2].[CH3:22][S:23](Cl)(=[O:25])=[O:24].Cl, predict the reaction product. (5) Given the reactants [CH2:1]([O:4][CH2:5][C:6]1[N:10]=[C:9]([CH2:11]O)[O:8][N:7]=1)[CH2:2][CH3:3].C(Br)(Br)(Br)Br.C1(P(C2C=CC=CC=2)C2C=CC=CC=2)C=CC=CC=1.[O:37]=[C:38]1[NH:43][C:42]2[CH:44]=[C:45]([C:47]3[CH:52]=[CH:51][CH:50]=[CH:49][CH:48]=3)[S:46][C:41]=2[C:40](=[O:53])[N:39]1[CH:54]1[CH2:59][CH2:58][N:57]([C:60]([O:62][C:63]([CH3:66])([CH3:65])[CH3:64])=[O:61])[CH2:56][CH2:55]1.C(=O)([O-])[O-].[K+].[K+], predict the reaction product. The product is: [O:37]=[C:38]1[N:43]([CH2:11][C:9]2[O:8][N:7]=[C:6]([CH2:5][O:4][CH2:1][CH2:2][CH3:3])[N:10]=2)[C:42]2[CH:44]=[C:45]([C:47]3[CH:52]=[CH:51][CH:50]=[CH:49][CH:48]=3)[S:46][C:41]=2[C:40](=[O:53])[N:39]1[CH:54]1[CH2:59][CH2:58][N:57]([C:60]([O:62][C:63]([CH3:66])([CH3:65])[CH3:64])=[O:61])[CH2:56][CH2:55]1. (6) The product is: [Cl:1][C:2]1[CH:7]=[CH:6][CH:5]=[C:4]([C:8]([F:11])([F:10])[F:9])[C:3]=1[C:12]([N:14]1[C:22]2[C:17](=[C:18]([F:23])[CH:19]=[CH:20][CH:21]=2)[C:16]([N:32]2[CH:25]3[CH2:31][CH2:30][CH:29]2[CH2:28][CH:27]([C:33]([O:35][CH3:36])=[O:34])[CH2:26]3)=[N:15]1)=[O:13]. Given the reactants [Cl:1][C:2]1[CH:7]=[CH:6][CH:5]=[C:4]([C:8]([F:11])([F:10])[F:9])[C:3]=1[C:12]([N:14]1[C:22]2[C:17](=[C:18]([F:23])[CH:19]=[CH:20][CH:21]=2)[C:16](I)=[N:15]1)=[O:13].[CH:25]12[NH:32][CH:29]([CH2:30][CH2:31]1)[CH2:28][CH:27]([C:33]([O:35][CH3:36])=[O:34])[CH2:26]2.CC(OC1C=CC=C(OC(C)C)C=1C1C(P(C2CCCCC2)C2CCCCC2)=CC=CC=1)C.N1C2C(=CC=CC=2)CC1.C(=O)([O-])[O-].[Cs+].[Cs+], predict the reaction product. (7) Given the reactants [H-].[Na+].[CH2:3]([C@H:6]1[CH2:10][NH:9][C:8](=[O:11])[CH2:7]1)[CH2:4][CH3:5].[CH3:12][O:13][C:14](=[O:20])[C:15](C)(Br)[CH2:16][CH3:17], predict the reaction product. The product is: [CH3:12][O:13][C:14](=[O:20])[CH:15]([N:9]1[CH2:10][C@H:6]([CH2:3][CH2:4][CH3:5])[CH2:7][C:8]1=[O:11])[CH2:16][CH3:17].